Dataset: Full USPTO retrosynthesis dataset with 1.9M reactions from patents (1976-2016). Task: Predict the reactants needed to synthesize the given product. (1) Given the product [CH3:1][C:2]1[S:3][C:4]([CH2:7][CH2:8][NH2:9])=[CH:5][CH:6]=1, predict the reactants needed to synthesize it. The reactants are: [CH3:1][C:2]1[S:3][C:4]([CH:7]=[CH:8][N+:9]([O-])=O)=[CH:5][CH:6]=1.[H-].[Al+3].[Li+].[H-].[H-].[H-].O.C(C(C(C([O-])=O)O)O)([O-])=O.[Na+].[K+]. (2) Given the product [Br:22][C:23]1[CH:24]=[C:25]2[C:30](=[CH:31][CH:32]=1)[CH:29]=[C:28]([O:33][CH2:34][C@@H:35]([OH:36])[CH2:37][N:1]1[CH2:2][CH2:3][C:4]3([O:11][C:10]4[C:12]5[C:17]([C:18](=[O:21])[C:19](=[O:20])[C:9]=4[S:8][CH2:7]3)=[CH:16][CH:15]=[CH:14][CH:13]=5)[CH2:5][CH2:6]1)[CH:27]=[CH:26]2, predict the reactants needed to synthesize it. The reactants are: [NH:1]1[CH2:6][CH2:5][C:4]2([O:11][C:10]3[C:12]4[C:17]([C:18](=[O:21])[C:19](=[O:20])[C:9]=3[S:8][CH2:7]2)=[CH:16][CH:15]=[CH:14][CH:13]=4)[CH2:3][CH2:2]1.[Br:22][C:23]1[CH:24]=[C:25]2[C:30](=[CH:31][CH:32]=1)[CH:29]=[C:28]([O:33][CH2:34][C@@H:35]1[CH2:37][O:36]1)[CH:27]=[CH:26]2. (3) Given the product [F:1][C:2]1[CH:11]=[C:10]2[C:5]([CH:6]=[CH:7][NH:8][C:9]2=[O:12])=[CH:4][C:3]=1[OH:13], predict the reactants needed to synthesize it. The reactants are: [F:1][C:2]1[CH:11]=[C:10]2[C:5]([CH:6]=[CH:7][NH:8][C:9]2=[O:12])=[CH:4][C:3]=1[O:13]C.B(Br)(Br)Br.O. (4) The reactants are: Br[C:2]1[CH:32]=[C:31]([F:33])[CH:30]=[CH:29][C:3]=1[CH2:4][N:5]1[C:9]([CH3:11])([CH3:10])[C:8](=[O:12])[N:7]([C:13]2[CH:18]=[C:17]([C:19]3[CH:24]=[CH:23][C:22]([F:25])=[CH:21][CH:20]=3)[C:16]([C:26]#[N:27])=[CH:15][CH:14]=2)[C:6]1=[O:28].[NH2:34]C1C=CC=CC=1CN1C(C)(C)C(=O)N(C2C=CC(C#N)=C(C(F)(F)F)C=2)C1=O.C(=N)(C1C=CC=CC=1)C1C=CC=CC=1. Given the product [NH2:34][C:2]1[CH:32]=[C:31]([F:33])[CH:30]=[CH:29][C:3]=1[CH2:4][N:5]1[C:9]([CH3:11])([CH3:10])[C:8](=[O:12])[N:7]([C:13]2[CH:18]=[C:17]([C:19]3[CH:24]=[CH:23][C:22]([F:25])=[CH:21][CH:20]=3)[C:16]([C:26]#[N:27])=[CH:15][CH:14]=2)[C:6]1=[O:28], predict the reactants needed to synthesize it. (5) Given the product [Cl:1][C:2]1[CH:7]=[CH:6][C:5]([CH:8]([NH2:17])[CH2:9][C:10]2[CH:15]=[CH:14][CH:13]=[CH:12][CH:11]=2)=[CH:4][CH:3]=1, predict the reactants needed to synthesize it. The reactants are: [Cl:1][C:2]1[CH:7]=[CH:6][C:5]([C:8](=O)[CH2:9][C:10]2[CH:15]=[CH:14][CH:13]=[CH:12][CH:11]=2)=[CH:4][CH:3]=1.[NH3:17]. (6) The reactants are: [H-].[Al+3].[Li+].[H-].[H-].[H-].[F:7][C:8]([F:19])([F:18])[C:9]1[CH:10]=[C:11]([CH:15]=[CH:16][CH:17]=1)[C:12](O)=[O:13].S(=O)(=O)(O)O.O. Given the product [F:7][C:8]([F:18])([F:19])[C:9]1[CH:10]=[C:11]([CH2:12][OH:13])[CH:15]=[CH:16][CH:17]=1, predict the reactants needed to synthesize it. (7) Given the product [NH2:8][C:3]([CH2:6][CH3:7])([CH2:1][CH3:2])[CH2:4][NH:5][C:25]([C:21]1[N:16]2[CH:17]=[C:18]([CH3:20])[CH:19]=[C:14]([O:13][CH2:12][C:11]3[C:28]([F:32])=[CH:29][CH:30]=[CH:31][C:10]=3[F:9])[C:15]2=[N:23][C:22]=1[CH3:24])=[O:26], predict the reactants needed to synthesize it. The reactants are: [CH2:1]([C:3]([NH2:8])([CH2:6][CH3:7])[CH2:4][NH2:5])[CH3:2].[F:9][C:10]1[CH:31]=[CH:30][CH:29]=[C:28]([F:32])[C:11]=1[CH2:12][O:13][C:14]1[C:15]2[N:16]([C:21]([C:25](O)=[O:26])=[C:22]([CH3:24])[N:23]=2)[CH:17]=[C:18]([CH3:20])[CH:19]=1.CN(C(ON1N=NC2C=CC=CC1=2)=[N+](C)C)C.[B-](F)(F)(F)F.CN1CCOCC1.